This data is from Catalyst prediction with 721,799 reactions and 888 catalyst types from USPTO. The task is: Predict which catalyst facilitates the given reaction. (1) Reactant: [OH-].[Li+].[CH2:3]([O:10][C:11]1[CH:16]=[CH:15][C:14]([S:17]([NH:20][CH2:21][C@H:22]([N:27]2[CH2:32][CH2:31][N:30]([S:33]([CH3:36])(=[O:35])=[O:34])[CH2:29][CH2:28]2)[C:23]([O:25]C)=[O:24])(=[O:19])=[O:18])=[CH:13][CH:12]=1)[C:4]1[CH:9]=[CH:8][CH:7]=[CH:6][CH:5]=1. Product: [CH2:3]([O:10][C:11]1[CH:12]=[CH:13][C:14]([S:17]([NH:20][CH2:21][C@H:22]([N:27]2[CH2:32][CH2:31][N:30]([S:33]([CH3:36])(=[O:34])=[O:35])[CH2:29][CH2:28]2)[C:23]([OH:25])=[O:24])(=[O:19])=[O:18])=[CH:15][CH:16]=1)[C:4]1[CH:9]=[CH:8][CH:7]=[CH:6][CH:5]=1. The catalyst class is: 30. (2) Reactant: [Br:1]Br.[CH3:3][N:4]1[CH:13]=[CH:12][C:11]2[C:6](=[CH:7][CH:8]=[C:9]([C:14]3[CH:15]=[N:16][C:17]([CH3:20])=[CH:18][CH:19]=3)[CH:10]=2)[C:5]1=[O:21].O.[OH-].[Na+]. Product: [Br:1][C:12]1[C:11]2[C:6](=[CH:7][CH:8]=[C:9]([C:14]3[CH:15]=[N:16][C:17]([CH3:20])=[CH:18][CH:19]=3)[CH:10]=2)[C:5](=[O:21])[N:4]([CH3:3])[CH:13]=1. The catalyst class is: 15. (3) Reactant: [OH:1][C:2]([CH3:40])([CH3:39])[CH2:3][O:4][C:5]1[CH:10]=[CH:9][CH:8]=[CH:7][C:6]=1[N:11]1[CH2:16][CH2:15][O:14][C:13]2[CH:17]=[C:18]([S:21]([N:24](CC3C=CC(OC)=CC=3)[C:25]3[S:26][CH:27]=[CH:28][N:29]=3)(=[O:23])=[O:22])[CH:19]=[CH:20][C:12]1=2.C(O)(C(F)(F)F)=O. Product: [OH:1][C:2]([CH3:40])([CH3:39])[CH2:3][O:4][C:5]1[CH:10]=[CH:9][CH:8]=[CH:7][C:6]=1[N:11]1[CH2:16][CH2:15][O:14][C:13]2[CH:17]=[C:18]([S:21]([NH:24][C:25]3[S:26][CH:27]=[CH:28][N:29]=3)(=[O:22])=[O:23])[CH:19]=[CH:20][C:12]1=2. The catalyst class is: 2.